The task is: Predict the reactants needed to synthesize the given product.. This data is from Full USPTO retrosynthesis dataset with 1.9M reactions from patents (1976-2016). (1) Given the product [Cl:14][C:15]1[N:20]=[C:19]([N:6]2[CH2:7][CH:8]([CH2:9][CH3:10])[C:4]([CH:1]3[CH2:2][CH2:3]3)([C:12]#[N:13])[C:5]2=[O:11])[CH:18]=[CH:17][N:16]=1, predict the reactants needed to synthesize it. The reactants are: [CH:1]1([C:4]2([C:12]#[N:13])[CH:8]([CH2:9][CH3:10])[CH2:7][NH:6][C:5]2=[O:11])[CH2:3][CH2:2]1.[Cl:14][C:15]1[N:20]=[C:19](Cl)[CH:18]=[CH:17][N:16]=1.C(=O)([O-])[O-].[Cs+].[Cs+].C1(P(C2C=CC=CC=2)C2C3OC4C(=CC=CC=4P(C4C=CC=CC=4)C4C=CC=CC=4)C(C)(C)C=3C=CC=2)C=CC=CC=1. (2) Given the product [Cl:16][C:7]1[CH:8]=[CH:9][N:5]([Si:4]([CH:1]([CH3:3])[CH3:2])([CH:10]([CH3:12])[CH3:11])[CH:13]([CH3:15])[CH3:14])[CH:6]=1, predict the reactants needed to synthesize it. The reactants are: [CH:1]([Si:4]([CH:13]([CH3:15])[CH3:14])([CH:10]([CH3:12])[CH3:11])[N:5]1[CH:9]=[CH:8][CH:7]=[CH:6]1)([CH3:3])[CH3:2].[Cl:16]N1C(=O)CCC1=O. (3) Given the product [CH:26]([C:21]1[CH:22]=[C:23]2[C:18](=[CH:19][CH:20]=1)[C:15]1=[N:16][O:17][C:13]([C:10]3[CH:11]=[CH:12][C:5]([O:4][CH:1]([CH3:2])[CH3:3])=[C:6]([CH:9]=3)[C:7]#[N:8])=[C:14]1[CH2:25][CH2:24]2)=[O:32], predict the reactants needed to synthesize it. The reactants are: [CH:1]([O:4][C:5]1[CH:12]=[CH:11][C:10]([C:13]2[O:17][N:16]=[C:15]3[C:18]4[C:23]([CH2:24][CH2:25][C:14]=23)=[CH:22][C:21]([CH:26]=C)=[CH:20][CH:19]=4)=[CH:9][C:6]=1[C:7]#[N:8])([CH3:3])[CH3:2].C[N+]1([O-])CC[O:32]CC1.I([O-])(=O)(=O)=O.[Na+]. (4) Given the product [Cl:34][C:35]1[CH:40]=[C:39]([N:15]2[C:16]3[C:21](=[CH:20][C:19]([C:23]([N:25]4[CH2:30][CH2:29][N:28]([CH:31]([CH3:33])[CH3:32])[CH2:27][CH2:26]4)=[O:24])=[CH:18][CH:17]=3)[CH:22]=[C:14]2[C:12]([N:9]2[CH2:8][CH2:7][N:6]([C:4]([CH:1]3[CH2:3][CH2:2]3)=[O:5])[CH2:11][CH2:10]2)=[O:13])[CH:38]=[CH:37][N:36]=1, predict the reactants needed to synthesize it. The reactants are: [CH:1]1([C:4]([N:6]2[CH2:11][CH2:10][N:9]([C:12]([C:14]3[NH:15][C:16]4[C:21]([CH:22]=3)=[CH:20][C:19]([C:23]([N:25]3[CH2:30][CH2:29][N:28]([CH:31]([CH3:33])[CH3:32])[CH2:27][CH2:26]3)=[O:24])=[CH:18][CH:17]=4)=[O:13])[CH2:8][CH2:7]2)=[O:5])[CH2:3][CH2:2]1.[Cl:34][C:35]1[CH:40]=[C:39](B(O)O)[CH:38]=[CH:37][N:36]=1. (5) Given the product [NH2:42][C:34]([CH2:33][N:28]1[C:29]2[C:25](=[C:24]([C:21]3[N:20]=[C:19]([C:11]4[CH:12]=[CH:13][C:14]([O:15][CH2:16][CH2:17][CH3:18])=[C:9]([NH2:8])[CH:10]=4)[O:23][N:22]=3)[CH:32]=[CH:31][CH:30]=2)[CH2:26][CH2:27]1)([CH2:35][OH:36])[CH2:39][OH:38], predict the reactants needed to synthesize it. The reactants are: C(OC([NH:8][C:9]1[CH:10]=[C:11]([C:19]2[O:23][N:22]=[C:21]([C:24]3[CH:32]=[CH:31][CH:30]=[C:29]4[C:25]=3[CH2:26][CH2:27][N:28]4[CH2:33][C:34]3([NH:42]C(=O)OC(C)(C)C)[CH2:39][O:38]C(C)(C)[O:36][CH2:35]3)[N:20]=2)[CH:12]=[CH:13][C:14]=1[O:15][CH2:16][CH2:17][CH3:18])=O)(C)(C)C.C(OC1C=C(C2ON=C(C3C=CC=C4C=3CCN4CC3(NC(=O)OC(C)(C)C)COC(C)(C)OC3)N=2)C=CC=1OCC)C. (6) Given the product [NH2:78][C:13]1[CH:12]=[C:11]([CH3:16])[C:3]([C:4]([O:6][C:7]([CH3:10])([CH3:9])[CH3:8])=[O:5])=[C:2]([Cl:1])[N:14]=1, predict the reactants needed to synthesize it. The reactants are: [Cl:1][C:2]1[N:14]=[C:13](Cl)[CH:12]=[C:11]([CH3:16])[C:3]=1[C:4]([O:6][C:7]([CH3:10])([CH3:9])[CH3:8])=[O:5].CC1(C)C2C(=C(P(C3C=CC=CC=3)C3C=CC=CC=3)C=CC=2)OC2C(P(C3C=CC=CC=3)C3C=CC=CC=3)=CC=CC1=2.C([O-])([O-])=O.[Cs+].[Cs+].C(=[NH:78])(C1C=CC=CC=1)C1C=CC=CC=1.CC([O-])=O.[Na+].Cl.[OH-].[Na+].